From a dataset of Catalyst prediction with 721,799 reactions and 888 catalyst types from USPTO. Predict which catalyst facilitates the given reaction. Reactant: N[C:2]1[CH:10]=[CH:9][C:5]([C:6]([OH:8])=[O:7])=[CH:4][C:3]=1[N+:11]([O-:13])=[O:12].Cl.N([O-])=O.[Na+].[I-:19].[K+]. Product: [I:19][C:2]1[CH:10]=[CH:9][C:5]([C:6]([OH:8])=[O:7])=[CH:4][C:3]=1[N+:11]([O-:13])=[O:12]. The catalyst class is: 6.